This data is from Reaction yield outcomes from USPTO patents with 853,638 reactions. The task is: Predict the reaction yield, written as a fraction of the theoretical maximum amount of product (1.0 means a 100% yield; for example, 0.34 means a 34% yield). The product is [CH3:6][N:7]1[CH2:8][CH:9]=[C:10]([C:13]2[C:21]3[C:16](=[CH:17][CH:18]=[C:19]([C:22]#[N:24])[CH:20]=3)[NH:15][CH:14]=2)[CH2:11][CH2:12]1. The yield is 0.186. The catalyst is C(O)C. The reactants are OS(O)(=O)=O.[CH3:6][N:7]1[CH2:12][CH:11]=[C:10]([C:13]2[C:21]3[C:16](=[CH:17][CH:18]=[C:19]([C:22]([NH2:24])=O)[CH:20]=3)[NH:15][CH:14]=2)[CH2:9][CH2:8]1.